From a dataset of Human liver microsome stability data. Regression/Classification. Given a drug SMILES string, predict its absorption, distribution, metabolism, or excretion properties. Task type varies by dataset: regression for continuous measurements (e.g., permeability, clearance, half-life) or binary classification for categorical outcomes (e.g., BBB penetration, CYP inhibition). Dataset: hlm. (1) The compound is O=C(CO)Nc1cc(Oc2ccc(Nc3nccc4ncc(-c5ccc(F)cc5)c(O)c34)cc2F)ccn1. The result is 0 (unstable in human liver microsomes). (2) The drug is FC(F)(F)CC(c1ccco1)c1c(-c2ccccc2)[nH]c2cc(Cl)ccc12. The result is 0 (unstable in human liver microsomes). (3) The compound is O=C(COc1nnnn1-c1cccc2ccccc12)Nc1ccccc1[N+](=O)[O-]. The result is 1 (stable in human liver microsomes). (4) The drug is CC(=O)Nc1cccc(N2CCN(CCCCN(C)S(=O)(=O)CC(C)C)CC2)c1. The result is 0 (unstable in human liver microsomes).